This data is from Catalyst prediction with 721,799 reactions and 888 catalyst types from USPTO. The task is: Predict which catalyst facilitates the given reaction. Reactant: [I-:1].[I-:1].[I-:1].[CH3:4][N:5]([CH3:23])[C:6]1[CH:7]=[C:8]([CH2:21][CH3:22])[C:9]2[C:18]([CH:19]=1)=[S+:17][C:16]1[C:11](=[C:12]([CH3:20])[CH:13]=[CH:14][CH:15]=1)[N:10]=2.[CH3:4][N:5]([C:6]1[CH:7]=[C:8]([CH2:21][CH3:22])[C:9]2[C:18]([CH:19]=1)=[S+:17][C:16]1[C:11](=[C:12]([CH3:20])[CH:13]=[CH:14][CH:15]=1)[N:10]=2)[CH3:23].[CH3:4][N:5]([C:6]1[CH:7]=[C:8]([CH2:21][CH3:22])[C:9]2[C:18]([CH:19]=1)=[S+:17][C:16]1[C:11](=[C:12]([CH3:20])[CH:13]=[CH:14][CH:15]=1)[N:10]=2)[CH3:23].Cl.[F:65][C:66]([F:77])([F:76])[S:67]([N:70]1[CH2:75][CH2:74][NH2+:73][CH2:72][CH2:71]1)(=[O:69])=[O:68].C(N(CC)CC)C. Product: [I-:1].[CH3:4][N:5]([CH3:23])[C:6]1[CH:7]=[C:8]([CH2:21][CH3:22])[C:9]2[C:18]([CH:19]=1)=[S+:17][C:16]1[C:11](=[C:12]([CH3:20])[CH:13]=[C:14]([N:73]3[CH2:72][CH2:71][N:70]([S:67]([C:66]([F:76])([F:77])[F:65])(=[O:68])=[O:69])[CH2:75][CH2:74]3)[CH:15]=1)[N:10]=2. The catalyst class is: 5.